Dataset: HIV replication inhibition screening data with 41,000+ compounds from the AIDS Antiviral Screen. Task: Binary Classification. Given a drug SMILES string, predict its activity (active/inactive) in a high-throughput screening assay against a specified biological target. (1) The drug is CC1=C(C2=C(C)C(=O)C(=O)c3cc(C)ccc32)c2ccc(C)cc2C(=O)C1=O. The result is 0 (inactive). (2) The drug is CCOC(=O)C=Cc1ccccn1. The result is 0 (inactive). (3) The molecule is CC1=C(c2cc(C(=O)Nc3cccc(Cl)c3)nc(NC#N)n2)Sc2ccccc2N1. The result is 0 (inactive). (4) The drug is O=C(C[PH](c1ccccc1)(c1ccccc1)c1ccccc1)c1ccc(Br)cc1. The result is 0 (inactive). (5) The drug is COC(=O)c1nn(C(=N)c2ccc(Cl)cc2)c2c1CCCCC2. The result is 0 (inactive). (6) The molecule is CC(=O)N(C)C(c1ccccc1)(c1ccccc1)c1ccccc1. The result is 0 (inactive).